Dataset: Retrosynthesis with 50K atom-mapped reactions and 10 reaction types from USPTO. Task: Predict the reactants needed to synthesize the given product. (1) Given the product CC(C)c1cc(NC(=O)Nc2ccc(Oc3ccnc(Nc4cc(OCCN5CCOCC5)cc(S(C)(=O)=O)c4)n3)c3ccccc23)n(-c2cccc(CP(C)(C)=O)c2)n1, predict the reactants needed to synthesize it. The reactants are: CC(C)c1cc(NC(=O)Nc2ccc(Oc3ccnc(Cl)n3)c3ccccc23)n(-c2cccc(CP(C)(C)=O)c2)n1.CS(=O)(=O)c1cc(N)cc(OCCN2CCOCC2)c1. (2) The reactants are: C[C@H]1CN(S(=O)(=O)c2ccc(C(F)(F)F)cc2)CCN1.N#Cc1ccc(C(=O)O)cn1. Given the product C[C@H]1CN(S(=O)(=O)c2ccc(C(F)(F)F)cc2)CCN1C(=O)c1ccc(C#N)nc1, predict the reactants needed to synthesize it.